Dataset: Reaction yield outcomes from USPTO patents with 853,638 reactions. Task: Predict the reaction yield, written as a fraction of the theoretical maximum amount of product (1.0 means a 100% yield; for example, 0.34 means a 34% yield). (1) The reactants are [CH3:1][O:2][P:3]([CH2:7][C:8](=[O:20])[CH:9]([CH3:19])[CH2:10][C:11]#[C:12][C:13]1[CH:18]=[CH:17][CH:16]=[CH:15][CH:14]=1)(=[O:6])[O:4][CH3:5]. The catalyst is [Pd].CO. The product is [CH3:1][O:2][P:3]([CH2:7][C:8](=[O:20])[CH:9]([CH3:19])[CH2:10][CH2:11][CH2:12][C:13]1[CH:14]=[CH:15][CH:16]=[CH:17][CH:18]=1)(=[O:6])[O:4][CH3:5]. The yield is 1.00. (2) The reactants are Cl[CH2:2][CH2:3][C:4]1[C:9](=[O:10])[N:8]2[CH2:11][CH2:12][CH2:13][CH2:14][C:7]2=[N:6][C:5]=1[CH3:15].Cl.[F:17][C:18]1[CH:32]=[C:31]([F:33])[CH:30]=[CH:29][C:19]=1[C:20](=[N:27][OH:28])[CH:21]1[CH2:26][CH2:25][NH:24][CH2:23][CH2:22]1.C(=O)([O-])O.[Na+]. The catalyst is C(#N)C.[I-].[K+]. The product is [F:17][C:18]1[CH:32]=[C:31]([F:33])[CH:30]=[CH:29][C:19]=1[C:20](=[N:27][OH:28])[CH:21]1[CH2:26][CH2:25][N:24]([CH2:2][CH2:3][C:4]2[C:9](=[O:10])[N:8]3[CH2:11][CH2:12][CH2:13][CH2:14][C:7]3=[N:6][C:5]=2[CH3:15])[CH2:23][CH2:22]1. The yield is 0.925. (3) The reactants are [CH2:1](O)[CH2:2][CH2:3][CH3:4].O.[O:7]1[C:11]([C:12]([OH:14])=[O:13])=[CH:10][CH:9]=[C:8]1[C:15]([OH:17])=[O:16].S(=O)(=O)(O)O. The catalyst is C1(C)C=CC=CC=1. The product is [O:7]1[C:11]([C:12]([O:14][CH2:1][CH2:2][CH2:3][CH3:4])=[O:13])=[CH:10][CH:9]=[C:8]1[C:15]([O:17][CH2:1][CH2:2][CH2:3][CH3:4])=[O:16]. The yield is 0.800. (4) The reactants are [NH2:1][C:2]1[N:6]([C:7]2[CH:8]=[C:9]([CH:15]=[CH:16][C:17]=2[CH3:18])[C:10]([NH:12]OC)=[O:11])N=C[C:3]=1[C:19](=[O:27])[C:20]1[CH:25]=[CH:24][CH:23]=[C:22](I)[CH:21]=1.CCN=C=N[CH2:33][CH2:34][CH2:35]N(C)C.O[N:40]1[C:44](=[O:45])C[CH2:42][C:41]1=O.C[CH:48]([NH2:50])C.[CH3:51]N(C=O)C. The catalyst is CCOC(C)=O.O. The product is [NH2:1][C:2]1[N:6]([C:7]2[CH:8]=[C:9]([CH:15]=[CH:16][C:17]=2[CH3:18])[C:10]([NH:12][CH:33]2[CH2:34][CH2:35]2)=[O:11])[CH:48]=[N:50][C:3]=1[C:19](=[O:27])[C:20]1[CH:25]=[CH:24][CH:23]=[C:22]([C:44](=[O:45])[NH:40][CH:41]([CH3:42])[CH3:51])[CH:21]=1. The yield is 0.800. (5) The reactants are [Br:1][C:2]1[CH:7]=[C:6]([N+:8]([O-])=O)[CH:5]=[C:4]([CH:11]([F:13])[F:12])[CH:3]=1. The catalyst is C(O)(=O)C.C(O)C.[Fe]. The product is [Br:1][C:2]1[CH:7]=[C:6]([CH:5]=[C:4]([CH:11]([F:12])[F:13])[CH:3]=1)[NH2:8]. The yield is 1.00.